Dataset: Reaction yield outcomes from USPTO patents with 853,638 reactions. Task: Predict the reaction yield, written as a fraction of the theoretical maximum amount of product (1.0 means a 100% yield; for example, 0.34 means a 34% yield). (1) The reactants are [NH2:1][OH:2].[CH2:3]([C:5]1[C:9]([C:10]#[N:11])=[C:8]([C:12]2[O:13][CH:14]=[CH:15][C:16]=2[CH3:17])[N:7]([C:18]2[CH:23]=[CH:22][C:21]([OH:24])=[CH:20][CH:19]=2)[N:6]=1)[CH3:4]. The catalyst is CO. The product is [CH2:3]([C:5]1[C:9]([C:10](=[N:1][OH:2])[NH2:11])=[C:8]([C:12]2[O:13][CH:14]=[CH:15][C:16]=2[CH3:17])[N:7]([C:18]2[CH:19]=[CH:20][C:21]([OH:24])=[CH:22][CH:23]=2)[N:6]=1)[CH3:4]. The yield is 0.630. (2) The reactants are [S-:1][C:2]#[N:3].[K+].[NH2:5][C:6]1[CH:7]=[CH:8][C:9]([N:12]([CH3:27])[C:13]2[CH:14]=[CH:15][C:16]([F:26])=[C:17]([NH:19][C:20](=[O:25])[C:21]([F:24])([F:23])[F:22])[CH:18]=2)=[N:10][CH:11]=1.BrBr. The catalyst is C(O)(=O)C. The product is [NH2:3][C:2]1[S:1][C:11]2[C:6]([N:5]=1)=[CH:7][CH:8]=[C:9]([N:12]([CH3:27])[C:13]1[CH:14]=[CH:15][C:16]([F:26])=[C:17]([NH:19][C:20](=[O:25])[C:21]([F:24])([F:22])[F:23])[CH:18]=1)[N:10]=2. The yield is 0.430. (3) The reactants are [N:1]([CH:4]([C:6]1[N:7]=[C:8]2[S:23][CH:22]=[CH:21][N:9]2[C:10](=[O:20])[C:11]=1[C:12]1[CH:17]=[C:16]([F:18])[CH:15]=[C:14]([F:19])[CH:13]=1)[CH3:5])=[N+]=[N-].CP(C)C.C(OCC)(=O)C. The catalyst is O1CCCC1.O. The product is [NH2:1][CH:4]([C:6]1[N:7]=[C:8]2[S:23][CH:22]=[CH:21][N:9]2[C:10](=[O:20])[C:11]=1[C:12]1[CH:17]=[C:16]([F:18])[CH:15]=[C:14]([F:19])[CH:13]=1)[CH3:5]. The yield is 0.886. (4) The reactants are [OH:1][C:2]([CH3:7])([CH3:6])[C:3](O)=[O:4].[Cl:8][C:9]1[CH:10]=[C:11]([NH:23][C:24]2[C:33]3[C:28](=[CH:29][CH:30]=[CH:31][C:32]=3[O:34][CH2:35][CH2:36][NH:37][CH3:38])[N:27]=[CH:26][N:25]=2)[CH:12]=[CH:13][C:14]=1[O:15][CH2:16][C:17]1[CH:22]=[CH:21][CH:20]=[CH:19][N:18]=1. No catalyst specified. The product is [Cl:8][C:9]1[CH:10]=[C:11]([NH:23][C:24]2[C:33]3[C:28](=[CH:29][CH:30]=[CH:31][C:32]=3[O:34][CH2:35][CH2:36][N:37]([CH3:38])[C:3](=[O:4])[C:2]([OH:1])([CH3:7])[CH3:6])[N:27]=[CH:26][N:25]=2)[CH:12]=[CH:13][C:14]=1[O:15][CH2:16][C:17]1[CH:22]=[CH:21][CH:20]=[CH:19][N:18]=1. The yield is 0.390. (5) The reactants are [CH3:1][C:2]1([CH3:13])[CH:11]([OH:12])[CH2:10][CH2:9][C:4]2(OCC[O:5]2)[CH2:3]1.Cl.C(OCC)(=O)C. The catalyst is CO. The product is [OH:12][CH:11]1[CH2:10][CH2:9][C:4](=[O:5])[CH2:3][C:2]1([CH3:13])[CH3:1]. The yield is 0.880. (6) The reactants are [CH3:1][C:2]1[C:10]2[C:5](=[CH:6][CH:7]=[C:8]([N+:11]([O-])=O)[CH:9]=2)[N:4]([C:14]([O:16][C:17]([CH3:20])([CH3:19])[CH3:18])=[O:15])[N:3]=1.[H][H]. The catalyst is C(O)C.[Pd]. The product is [NH2:11][C:8]1[CH:9]=[C:10]2[C:5](=[CH:6][CH:7]=1)[N:4]([C:14]([O:16][C:17]([CH3:19])([CH3:18])[CH3:20])=[O:15])[N:3]=[C:2]2[CH3:1]. The yield is 0.750. (7) The reactants are Br[CH2:2][CH2:3][CH2:4][CH2:5][CH2:6][CH2:7][O:8][CH2:9][C:10]1[C:23]2[C:24]3=[C:25]4[C:20](=[CH:21][CH:22]=2)[CH:19]=[CH:18][CH:17]=[C:16]4[CH:15]=[CH:14][C:13]3=[CH:12][CH:11]=1.[C:26]1(=[O:36])[NH:30][C:29](=[O:31])[C:28]2=[CH:32][CH:33]=[CH:34][CH:35]=[C:27]12.C(=O)([O-])[O-].[K+].[K+]. The catalyst is CN(C=O)C. The product is [C:10]1([CH2:9][O:8][CH2:7][CH2:6][CH2:5][CH2:4][CH2:3][CH2:2][N:30]2[C:26](=[O:36])[C:27]3[C:28](=[CH:32][CH:33]=[CH:34][CH:35]=3)[C:29]2=[O:31])[C:23]2[C:24]3=[C:25]4[C:20](=[CH:21][CH:22]=2)[CH:19]=[CH:18][CH:17]=[C:16]4[CH:15]=[CH:14][C:13]3=[CH:12][CH:11]=1. The yield is 0.855.